This data is from Peptide-MHC class I binding affinity with 185,985 pairs from IEDB/IMGT. The task is: Regression. Given a peptide amino acid sequence and an MHC pseudo amino acid sequence, predict their binding affinity value. This is MHC class I binding data. (1) The binding affinity (normalized) is 0.213. The peptide sequence is LEDGIYGIF. The MHC is HLA-B83:01 with pseudo-sequence HLA-B83:01. (2) The peptide sequence is VPPESVEAA. The MHC is HLA-A31:01 with pseudo-sequence HLA-A31:01. The binding affinity (normalized) is 0.0847. (3) The peptide sequence is RTYSDPLALK. The MHC is HLA-A68:01 with pseudo-sequence HLA-A68:01. The binding affinity (normalized) is 0.688. (4) The peptide sequence is PEDPAVDL. The MHC is Mamu-A11 with pseudo-sequence Mamu-A11. The binding affinity (normalized) is 0. (5) The peptide sequence is REILFHNTM. The MHC is HLA-A02:01 with pseudo-sequence HLA-A02:01. The binding affinity (normalized) is 0.0847. (6) The peptide sequence is ADILAALTKLQ. The binding affinity (normalized) is 0.00440. The MHC is H-2-Kd with pseudo-sequence H-2-Kd. (7) The peptide sequence is APSTGSASS. The MHC is HLA-B07:02 with pseudo-sequence HLA-B07:02. The binding affinity (normalized) is 0.497.